Dataset: Reaction yield outcomes from USPTO patents with 853,638 reactions. Task: Predict the reaction yield, written as a fraction of the theoretical maximum amount of product (1.0 means a 100% yield; for example, 0.34 means a 34% yield). (1) The reactants are [Br:1][C:2]1[CH:10]=[CH:9][CH:8]=[CH:7][C:3]=1[C:4](Cl)=[O:5].[CH3:11][C:12]([OH:15])([CH3:14])[CH3:13]. The catalyst is C(OCC)C.CN(C)C1C=CN=CC=1. The product is [C:12]([O:15][C:4](=[O:5])[C:3]1[CH:7]=[CH:8][CH:9]=[CH:10][C:2]=1[Br:1])([CH3:14])([CH3:13])[CH3:11]. The yield is 0.520. (2) The reactants are [C:1]([C:3]1[C:8](=[O:9])[CH:7]=[CH:6][N:5]([C:10]2[CH:15]=[CH:14][CH:13]=[C:12]([C:16]([F:19])([F:18])[F:17])[CH:11]=2)[N:4]=1)#[CH:2].[OH:20][N:21]=[C:22](Cl)[C:23]1[CH:28]=[CH:27][CH:26]=[CH:25][CH:24]=1.CCN(CC)CC. The catalyst is C1COCC1. The product is [C:23]1([C:22]2[C:1]([C:3]3[C:8](=[O:9])[CH:7]=[CH:6][N:5]([C:10]4[CH:15]=[CH:14][CH:13]=[C:12]([C:16]([F:19])([F:18])[F:17])[CH:11]=4)[N:4]=3)=[CH:2][O:20][N:21]=2)[CH:28]=[CH:27][CH:26]=[CH:25][CH:24]=1. The yield is 0.550. (3) The product is [O:3]=[C:4]1[CH2:28][CH2:27][C@@:26]2([CH3:29])[C@@H:6]([C:7](=[O:31])[CH2:8][C@@H:9]3[C@@H:25]2[CH2:24][CH2:23][C@@:22]2([CH3:30])[C@H:10]3[CH2:11][CH2:12][C@@H:13]2[C@H:14]([CH3:21])[CH2:15][CH2:16][C:17]([O:19][CH3:20])=[O:18])[CH2:5]1. The catalyst is O1CCCC1. The reactants are CO.[O:3]=[C:4]1[CH2:28][CH2:27][C@@:26]2([CH3:29])[C@H:6]([C:7](=[O:31])[CH2:8][C@@H:9]3[C@@H:25]2[CH2:24][CH2:23][C@@:22]2([CH3:30])[C@H:10]3[CH2:11][CH2:12][C@@H:13]2[C@H:14]([CH3:21])[CH2:15][CH2:16][C:17]([O:19][CH3:20])=[O:18])[CH2:5]1.Cl. The yield is 1.00. (4) The reactants are [CH3:1][O:2][C:3](=[O:33])[C@H:4]([CH2:13][C:14]1[CH:19]=[CH:18][C:17]([C:20]2[C:21](=[O:32])[N:22]([CH3:31])[C:23]([CH3:30])=[CH:24][C:25]=2[C:26]([F:29])([F:28])[F:27])=[CH:16][CH:15]=1)[NH:5]C(OC(C)(C)C)=O.[ClH:34]. The catalyst is O1CCOCC1.C(OCC)C. The product is [ClH:34].[CH3:1][O:2][C:3](=[O:33])[C@H:4]([CH2:13][C:14]1[CH:15]=[CH:16][C:17]([C:20]2[C:21](=[O:32])[N:22]([CH3:31])[C:23]([CH3:30])=[CH:24][C:25]=2[C:26]([F:27])([F:28])[F:29])=[CH:18][CH:19]=1)[NH2:5]. The yield is 0.920. (5) The reactants are [CH2:1]([NH:4][C:5]1[C:14]2[C:9](=[CH:10][CH:11]=[C:12]([N+:15]([O-:17])=[O:16])[CH:13]=2)[N:8]=[C:7](Cl)[N:6]=1)[CH:2]=[CH2:3].[C:19]([NH2:23])([CH3:22])([CH3:21])[CH3:20]. The catalyst is O. The product is [CH2:1]([NH:4][C:5]1[C:14]2[C:9](=[CH:10][CH:11]=[C:12]([N+:15]([O-:17])=[O:16])[CH:13]=2)[N:8]=[C:7]([NH:23][C:19]([CH3:22])([CH3:21])[CH3:20])[N:6]=1)[CH:2]=[CH2:3]. The yield is 0.937.